Dataset: NCI-60 drug combinations with 297,098 pairs across 59 cell lines. Task: Regression. Given two drug SMILES strings and cell line genomic features, predict the synergy score measuring deviation from expected non-interaction effect. (1) Drug 2: CC1CCCC2(C(O2)CC(NC(=O)CC(C(C(=O)C(C1O)C)(C)C)O)C(=CC3=CSC(=N3)C)C)C. Drug 1: C1CN1C2=NC(=NC(=N2)N3CC3)N4CC4. Synergy scores: CSS=61.1, Synergy_ZIP=-3.35, Synergy_Bliss=-6.88, Synergy_Loewe=-6.97, Synergy_HSA=-3.64. Cell line: HT29. (2) Drug 1: CC12CCC(CC1=CCC3C2CCC4(C3CC=C4C5=CN=CC=C5)C)O. Drug 2: CCC1(CC2CC(C3=C(CCN(C2)C1)C4=CC=CC=C4N3)(C5=C(C=C6C(=C5)C78CCN9C7C(C=CC9)(C(C(C8N6C=O)(C(=O)OC)O)OC(=O)C)CC)OC)C(=O)OC)O.OS(=O)(=O)O. Cell line: HS 578T. Synergy scores: CSS=33.3, Synergy_ZIP=2.01, Synergy_Bliss=5.61, Synergy_Loewe=-13.7, Synergy_HSA=2.65. (3) Synergy scores: CSS=-6.96, Synergy_ZIP=8.25, Synergy_Bliss=11.3, Synergy_Loewe=-10.5, Synergy_HSA=-4.04. Cell line: MCF7. Drug 2: CC1=C(C(=CC=C1)Cl)NC(=O)C2=CN=C(S2)NC3=CC(=NC(=N3)C)N4CCN(CC4)CCO. Drug 1: CC1=CC2C(CCC3(C2CCC3(C(=O)C)OC(=O)C)C)C4(C1=CC(=O)CC4)C. (4) Drug 1: CC1C(C(CC(O1)OC2CC(CC3=C2C(=C4C(=C3O)C(=O)C5=C(C4=O)C(=CC=C5)OC)O)(C(=O)CO)O)N)O.Cl. Drug 2: CN(CCCl)CCCl.Cl. Cell line: HOP-92. Synergy scores: CSS=40.7, Synergy_ZIP=-9.79, Synergy_Bliss=-6.29, Synergy_Loewe=-24.4, Synergy_HSA=-1.71. (5) Drug 1: C1=CN(C(=O)N=C1N)C2C(C(C(O2)CO)O)O.Cl. Drug 2: CC(C)(C#N)C1=CC(=CC(=C1)CN2C=NC=N2)C(C)(C)C#N. Cell line: SNB-75. Synergy scores: CSS=3.00, Synergy_ZIP=-0.904, Synergy_Bliss=2.26, Synergy_Loewe=-0.602, Synergy_HSA=0.619. (6) Drug 1: CC(C1=C(C=CC(=C1Cl)F)Cl)OC2=C(N=CC(=C2)C3=CN(N=C3)C4CCNCC4)N. Drug 2: CC1=C(N=C(N=C1N)C(CC(=O)N)NCC(C(=O)N)N)C(=O)NC(C(C2=CN=CN2)OC3C(C(C(C(O3)CO)O)O)OC4C(C(C(C(O4)CO)O)OC(=O)N)O)C(=O)NC(C)C(C(C)C(=O)NC(C(C)O)C(=O)NCCC5=NC(=CS5)C6=NC(=CS6)C(=O)NCCC[S+](C)C)O. Cell line: SK-MEL-28. Synergy scores: CSS=-0.150, Synergy_ZIP=1.01, Synergy_Bliss=-0.734, Synergy_Loewe=-5.25, Synergy_HSA=-4.90.